From a dataset of Peptide-MHC class I binding affinity with 185,985 pairs from IEDB/IMGT. Regression. Given a peptide amino acid sequence and an MHC pseudo amino acid sequence, predict their binding affinity value. This is MHC class I binding data. (1) The peptide sequence is IMATIQRKY. The MHC is HLA-A24:02 with pseudo-sequence HLA-A24:02. The binding affinity (normalized) is 0. (2) The peptide sequence is FRPWSMGK. The MHC is Mamu-B03 with pseudo-sequence Mamu-B03. The binding affinity (normalized) is 0.0815. (3) The MHC is Mamu-B08 with pseudo-sequence Mamu-B08. The peptide sequence is LNRVTQDFTEV. The binding affinity (normalized) is 0. (4) The peptide sequence is FQVVNPHLL. The MHC is HLA-B15:03 with pseudo-sequence HLA-B15:03. The binding affinity (normalized) is 0.658. (5) The peptide sequence is RPMTYKAAL. The MHC is HLA-A02:03 with pseudo-sequence HLA-A02:03. The binding affinity (normalized) is 0. (6) The peptide sequence is MIYVRAKA. The MHC is H-2-Kb with pseudo-sequence H-2-Kb. The binding affinity (normalized) is 0.159.